Dataset: Retrosynthesis with 50K atom-mapped reactions and 10 reaction types from USPTO. Task: Predict the reactants needed to synthesize the given product. (1) Given the product O=C(c1cc(Cl)c(OCc2ccccc2)c(Cl)c1)N1CCCOc2ccccc21, predict the reactants needed to synthesize it. The reactants are: O=C(Nc1ccccc1OCCCCl)c1cc(Cl)c(OCc2ccccc2)c(Cl)c1. (2) Given the product CC(C)(C)OC(=O)NCc1cccnc1, predict the reactants needed to synthesize it. The reactants are: CC(C)(C)OC(=O)OC(=O)OC(C)(C)C.NCc1cccnc1. (3) Given the product Cc1cnc(N2CCN(C(=O)c3c(F)cc(N4[C@H](C)CCS4(=O)=O)cc3F)CC2)c(C)c1, predict the reactants needed to synthesize it. The reactants are: C[C@@H]1CCS(=O)(=O)N1.Cc1cnc(N2CCN(C(=O)c3c(F)cc(I)cc3F)CC2)c(C)c1. (4) Given the product CCOC(=O)c1cc(C#N)c(N2CCC(C(=O)N(CC(=O)O)S(=O)(=O)Cc3ccccc3)CC2)nc1C, predict the reactants needed to synthesize it. The reactants are: CCOC(=O)c1cc(C#N)c(N2CCC(C(=O)N(CC(=O)OC(C)(C)C)S(=O)(=O)Cc3ccccc3)CC2)nc1C. (5) Given the product CCOC(=O)/C=C(\C)Oc1cccc(Br)c1, predict the reactants needed to synthesize it. The reactants are: CCOC(=O)C=C(C)Cl.Oc1cccc(Br)c1. (6) The reactants are: COC(=O)c1ccc(NS(=O)(=O)c2cc(Br)c(Cl)s2)cc1O.COc1ccc(F)cc1B(O)O. Given the product COC(=O)c1ccc(NS(=O)(=O)c2cc(-c3cc(F)ccc3OC)c(Cl)s2)cc1O, predict the reactants needed to synthesize it.